From a dataset of Full USPTO retrosynthesis dataset with 1.9M reactions from patents (1976-2016). Predict the reactants needed to synthesize the given product. (1) Given the product [Br:12][C:4]1[C:5]2[C:10](=[N:9][CH:8]=[CH:7][CH:6]=2)[N:1]=[CH:2][CH:3]=1, predict the reactants needed to synthesize it. The reactants are: [N:1]1[C:10]2[C:5](=[CH:6][CH:7]=[CH:8][N:9]=2)[C:4](O)=[CH:3][CH:2]=1.[Br-:12].[Br-].[Br-].[P+3]=O.N. (2) Given the product [Cl:10][C:8]1[CH:7]=[CH:6][C:5]2[C:11]3[N:15]([CH:16]4[CH2:21][CH2:20][CH2:19][CH2:18][O:17]4)[N:14]=[CH:13][C:12]=3[NH:1][C:4]=2[CH:9]=1, predict the reactants needed to synthesize it. The reactants are: [N:1]([C:4]1[CH:9]=[C:8]([Cl:10])[CH:7]=[CH:6][C:5]=1[C:11]1[N:15]([CH:16]2[CH2:21][CH2:20][CH2:19][CH2:18][O:17]2)[N:14]=[CH:13][CH:12]=1)=[N+]=[N-].